This data is from TCR-epitope binding with 47,182 pairs between 192 epitopes and 23,139 TCRs. The task is: Binary Classification. Given a T-cell receptor sequence (or CDR3 region) and an epitope sequence, predict whether binding occurs between them. (1) The epitope is YLKLTDNVYIK. The TCR CDR3 sequence is CSVEGLAGAQFEQYF. Result: 0 (the TCR does not bind to the epitope). (2) The epitope is FLPRVFSAV. The TCR CDR3 sequence is CSASIWESYNEQFF. Result: 1 (the TCR binds to the epitope).